This data is from Full USPTO retrosynthesis dataset with 1.9M reactions from patents (1976-2016). The task is: Predict the reactants needed to synthesize the given product. Given the product [CH2:13]([O:20][C:21]1[C:22]([F:31])=[C:23]([C:2]2[N:7]=[C:6]([C:8]([O:10][CH3:11])=[O:9])[CH:5]=[CH:4][C:3]=2[F:12])[C:24]([F:27])=[CH:25][CH:26]=1)[C:14]1[CH:15]=[CH:16][CH:17]=[CH:18][CH:19]=1, predict the reactants needed to synthesize it. The reactants are: Br[C:2]1[N:7]=[C:6]([C:8]([O:10][CH3:11])=[O:9])[CH:5]=[CH:4][C:3]=1[F:12].[CH2:13]([O:20][C:21]1[C:22]([F:31])=[C:23](B(O)O)[C:24]([F:27])=[CH:25][CH:26]=1)[C:14]1[CH:19]=[CH:18][CH:17]=[CH:16][CH:15]=1.[F-].[K+].C(P(C(C)(C)C)C(C)(C)C)(C)(C)C.